This data is from Catalyst prediction with 721,799 reactions and 888 catalyst types from USPTO. The task is: Predict which catalyst facilitates the given reaction. (1) Reactant: [NH2:1][C:2]1[N:10]=[CH:9][N:8]=[C:7]2[C:3]=1[N:4]([C:26]1[CH:31]=[CH:30][C:29]([Cl:32])=[CH:28][CH:27]=1)[C:5](=[O:25])[N:6]2[C:11]1[CH:12]=[C:13]([NH:17]C(=O)OC(C)(C)C)[CH:14]=[CH:15][CH:16]=1.C(O)(C(F)(F)F)=O. Product: [NH2:1][C:2]1[N:10]=[CH:9][N:8]=[C:7]2[C:3]=1[N:4]([C:26]1[CH:31]=[CH:30][C:29]([Cl:32])=[CH:28][CH:27]=1)[C:5](=[O:25])[N:6]2[C:11]1[CH:16]=[CH:15][CH:14]=[C:13]([NH2:17])[CH:12]=1. The catalyst class is: 2. (2) Reactant: C(O[BH-](OC(=O)C)OC(=O)C)(=O)C.[Na+].[C:15]([O:19][C:20]([N:22]1[CH2:26][CH2:25][CH2:24][C@H:23]1[CH:27]=O)=[O:21])([CH3:18])([CH3:17])[CH3:16].[NH:29]1[CH2:33][CH2:32][CH2:31][CH2:30]1.C(O)(=O)C. Product: [C:15]([O:19][C:20]([N:22]1[CH2:26][CH2:25][CH2:24][C@H:23]1[CH2:27][N:29]1[CH2:33][CH2:32][CH2:31][CH2:30]1)=[O:21])([CH3:18])([CH3:17])[CH3:16]. The catalyst class is: 4. (3) Reactant: [CH3:1][O:2][C:3]([C:5]12[CH2:14][CH:9]3[CH2:10][CH:11]([CH2:13][CH:7]([CH2:8]3)[CH:6]1NC(C1(CN)CC1)=O)[CH2:12]2)=[O:4].N=C=N.C1C2C(=CC=CC=2)CCN1. Product: [CH3:1][O:2][C:3]([C:5]12[CH2:14][CH:9]3[CH2:10][CH:11]([CH2:13][CH:7]([CH2:8]3)[CH2:6]1)[CH2:12]2)=[O:4]. The catalyst class is: 22. (4) Reactant: Br[C:2]1[CH:7]=[CH:6][C:5]([Cl:8])=[CH:4][C:3]=1[N:9]1[CH:13]=[CH:12][C:11]([CH3:14])=[N:10]1.BrC1C=CC(Cl)=CC=1N1C(C)=CC=N1.C([Mg]Cl)(C)C.[C:34](Cl)(=[O:36])[CH3:35]. Product: [Cl:8][C:5]1[CH:6]=[CH:7][C:2]([C:34](=[O:36])[CH3:35])=[C:3]([N:9]2[CH:13]=[CH:12][C:11]([CH3:14])=[N:10]2)[CH:4]=1. The catalyst class is: 1. (5) Reactant: [OH-].[K+].C([O:5][C:6]([C:8]1[CH:12]=[C:11]([CH2:13][CH3:14])[S:10][CH:9]=1)=[O:7])C. Product: [CH2:13]([C:11]1[S:10][CH:9]=[C:8]([C:6]([OH:7])=[O:5])[CH:12]=1)[CH3:14]. The catalyst class is: 6.